From a dataset of Full USPTO retrosynthesis dataset with 1.9M reactions from patents (1976-2016). Predict the reactants needed to synthesize the given product. (1) Given the product [Cl:1][C:2]1[CH:10]=[CH:9][C:5]([C:6]([NH:19][CH:15]([CH2:16][CH2:17][CH3:18])[CH2:14][CH2:13][CH3:12])=[O:8])=[CH:4][C:3]=1[CH3:11], predict the reactants needed to synthesize it. The reactants are: [Cl:1][C:2]1[CH:10]=[CH:9][C:5]([C:6]([OH:8])=O)=[CH:4][C:3]=1[CH3:11].[CH3:12][CH2:13][CH2:14][CH:15]([NH2:19])[CH2:16][CH2:17][CH3:18]. (2) The reactants are: ClC(Cl)(Cl)COC([N:7]1[CH2:35][CH2:34][C:10]2([O:14][C:13](=[O:15])[N:12]([CH2:16][C:17]3[N:27]([CH2:28][C:29]([CH3:32])([CH3:31])[CH3:30])[C:20]4[N:21]=[C:22]([C:25]#[N:26])[N:23]=[CH:24][C:19]=4[CH:18]=3)[C:11]2=[O:33])[CH2:9][CH2:8]1)=O. Given the product [CH3:30][C:29]([CH3:32])([CH3:31])[CH2:28][N:27]1[C:20]2[N:21]=[C:22]([C:25]#[N:26])[N:23]=[CH:24][C:19]=2[CH:18]=[C:17]1[CH2:16][N:12]1[C:11](=[O:33])[C:10]2([CH2:9][CH2:8][NH:7][CH2:35][CH2:34]2)[O:14][C:13]1=[O:15], predict the reactants needed to synthesize it.